From a dataset of Full USPTO retrosynthesis dataset with 1.9M reactions from patents (1976-2016). Predict the reactants needed to synthesize the given product. (1) Given the product [CH3:6][O:7][C:8]1[CH:9]=[CH:10][C:11]([CH:14]2[NH:15][CH2:16][CH2:17][N:18]([C:20]([O:22][C:23]([CH3:26])([CH3:25])[CH3:24])=[O:21])[CH2:19]2)=[CH:12][CH:13]=1, predict the reactants needed to synthesize it. The reactants are: C1COCC1.[CH3:6][O:7][C:8]1[CH:13]=[CH:12][C:11]([CH:14]2[CH2:19][NH:18][CH2:17][CH2:16][NH:15]2)=[CH:10][CH:9]=1.[C:20](O[C:20]([O:22][C:23]([CH3:26])([CH3:25])[CH3:24])=[O:21])([O:22][C:23]([CH3:26])([CH3:25])[CH3:24])=[O:21]. (2) The reactants are: [Cl:1][C:2]1[C:3]([NH:23][C:24]2[CH:28]=[C:27]([CH3:29])[NH:26][N:25]=2)=[N:4][C:5]([NH:8][C:9]2[CH:14]=[C:13]([CH3:15])[C:12]([CH:16]3[CH2:21][CH2:20][NH:19][CH2:18][CH2:17]3)=[CH:11][C:10]=2[F:22])=[N:6][CH:7]=1.C(OC([N:37]([CH2:44][CH3:45])[C:38]1([C:41](O)=[O:42])[CH2:40][CH2:39]1)=O)(C)(C)C.CN(C(ON1N=NC2C=CC=NC1=2)=[N+](C)C)C.F[P-](F)(F)(F)(F)F.C(N(C(C)C)CC)(C)C. Given the product [Cl:1][C:2]1[C:3]([NH:23][C:24]2[CH:28]=[C:27]([CH3:29])[NH:26][N:25]=2)=[N:4][C:5]([NH:8][C:9]2[C:10]([F:22])=[CH:11][C:12]([CH:16]3[CH2:17][CH2:18][N:19]([C:41]([C:38]4([NH:37][CH2:44][CH3:45])[CH2:40][CH2:39]4)=[O:42])[CH2:20][CH2:21]3)=[C:13]([CH3:15])[CH:14]=2)=[N:6][CH:7]=1, predict the reactants needed to synthesize it.